This data is from Reaction yield outcomes from USPTO patents with 853,638 reactions. The task is: Predict the reaction yield, written as a fraction of the theoretical maximum amount of product (1.0 means a 100% yield; for example, 0.34 means a 34% yield). (1) The reactants are [Cl:1][C:2]1[CH:7]=[CH:6][C:5]([C:8]2[C:9]([C:14]([O:16]CC)=[O:15])=[CH:10][CH:11]=[CH:12][CH:13]=2)=[C:4]([CH3:19])[CH:3]=1.[OH-].[Na+]. The catalyst is C(O)C. The product is [Cl:1][C:2]1[CH:7]=[CH:6][C:5]([C:8]2[C:9]([C:14]([OH:16])=[O:15])=[CH:10][CH:11]=[CH:12][CH:13]=2)=[C:4]([CH3:19])[CH:3]=1. The yield is 0.910. (2) The reactants are [Cl:1][C:2]1[CH:7]=[CH:6][C:5](/[CH:8]=[CH:9]/[C:10]([OH:12])=[O:11])=[C:4]([F:13])[CH:3]=1.[C:14]1(C)C=CC([C@@H]2C[C@H]2C(O)=O)=CC=1. No catalyst specified. The product is [Cl:1][C:2]1[CH:7]=[CH:6][C:5]([C@@H:8]2[CH2:14][C@H:9]2[C:10]([OH:12])=[O:11])=[C:4]([F:13])[CH:3]=1. The yield is 0.121. (3) The reactants are [C:1]([C:6]1[CH:7]=[C:8]2[C:13](=[CH:14][C:15]=1[C:16]([F:19])([F:18])[F:17])[NH:12][C:11](=[O:20])[N:10]([NH:21][S:22]([CH3:25])(=[O:24])=[O:23])[C:9]2=[O:26])(=[O:5])[CH2:2][CH2:3][CH3:4].[BH4-].[Na+].O.Cl. The catalyst is C1COCC1.CO.CCOC(C)=O. The product is [OH:5][CH:1]([C:6]1[CH:7]=[C:8]2[C:13](=[CH:14][C:15]=1[C:16]([F:18])([F:17])[F:19])[NH:12][C:11](=[O:20])[N:10]([NH:21][S:22]([CH3:25])(=[O:24])=[O:23])[C:9]2=[O:26])[CH2:2][CH2:3][CH3:4]. The yield is 0.710. (4) The reactants are [Br:1][C:2]1[CH:7]=[CH:6][C:5]([C:8](=[O:13])[C:9]([F:12])([F:11])[F:10])=[CH:4][CH:3]=1.[BH4-].[Na+].C(Cl)Cl. The catalyst is C1COCC1. The product is [Br:1][C:2]1[CH:7]=[CH:6][C:5]([CH:8]([OH:13])[C:9]([F:11])([F:12])[F:10])=[CH:4][CH:3]=1. The yield is 0.920. (5) The reactants are [OH:1][C:2]1[C:10]2[N:9]=[C:8]([C:11]3[CH:16]=[CH:15][CH:14]=[CH:13][CH:12]=3)[NH:7][C:6]=2[C:5]([C:17]([OH:19])=O)=[CH:4][CH:3]=1.[NH2:20][C@H:21]1[CH2:26][CH2:25][CH2:24][N:23](C(OC(C)(C)C)=O)[CH2:22]1. No catalyst specified. The product is [OH:1][C:2]1[C:10]2[N:9]=[C:8]([C:11]3[CH:12]=[CH:13][CH:14]=[CH:15][CH:16]=3)[NH:7][C:6]=2[C:5]([C:17]([NH:20][C@H:21]2[CH2:26][CH2:25][CH2:24][NH:23][CH2:22]2)=[O:19])=[CH:4][CH:3]=1. The yield is 0.120. (6) The reactants are [Cl:1][C:2]1[C:3]([O:27][CH3:28])=[C:4]([NH:9][S:10]([C:13]2[CH:18]=[CH:17][C:16]([O:19][CH3:20])=[C:15]([N:21]3[CH2:26][CH2:25][NH:24][CH2:23][CH2:22]3)[CH:14]=2)(=[O:12])=[O:11])[CH:5]=[C:6]([Cl:8])[CH:7]=1.Cl. The catalyst is C(O)C. The product is [ClH:1].[Cl:1][C:2]1[C:3]([O:27][CH3:28])=[C:4]([NH:9][S:10]([C:13]2[CH:18]=[CH:17][C:16]([O:19][CH3:20])=[C:15]([N:21]3[CH2:22][CH2:23][NH:24][CH2:25][CH2:26]3)[CH:14]=2)(=[O:12])=[O:11])[CH:5]=[C:6]([Cl:8])[CH:7]=1. The yield is 0.760.